From a dataset of Forward reaction prediction with 1.9M reactions from USPTO patents (1976-2016). Predict the product of the given reaction. (1) Given the reactants [CH3:1][N:2]1[C:6]([CH3:7])=[C:5]([CH3:8])[N:4]=[CH:3]1.[Li]CCCC.CN([CH:17]=[O:18])C, predict the reaction product. The product is: [CH3:1][N:2]1[C:6]([CH3:7])=[C:5]([CH3:8])[N:4]=[C:3]1[CH:17]=[O:18]. (2) Given the reactants Br.C[O:3][C:4]1[CH:5]=[C:6]2[C:11](=[CH:12][CH:13]=1)[CH2:10][NH:9][CH2:8][C:7]2([CH3:15])[CH3:14], predict the reaction product. The product is: [CH3:14][C:7]1([CH3:15])[C:6]2[C:11](=[CH:12][CH:13]=[C:4]([OH:3])[CH:5]=2)[CH2:10][NH:9][CH2:8]1. (3) Given the reactants C(O)=O.[NH2:4][CH2:5][CH2:6][C:7]1[CH:12]=[CH:11][C:10]([N:13]2[C:17]3=[N:18][CH:19]=[CH:20][CH:21]=[C:16]3[N:15]=[C:14]2[C:22]2[CH:23]=[C:24]([NH:28][C:29]([NH:31][CH2:32][CH2:33][CH2:34][CH2:35][CH2:36][CH3:37])=[O:30])[CH:25]=[CH:26][CH:27]=2)=[CH:9][CH:8]=1.C([Si]([O:55][C:56]1[CH:61]=[CH:60][C:59]([O:62][CH2:63][CH:64]2[CH2:66][O:65]2)=[CH:58][CH:57]=1)(C1C=CC=CC=1)C1C=CC=CC=1)(C)(C)C, predict the reaction product. The product is: [CH2:32]([NH:31][C:29]([NH:28][C:24]1[CH:25]=[CH:26][CH:27]=[C:22]([C:14]2[N:13]([C:10]3[CH:11]=[CH:12][C:7]([CH2:6][CH2:5][NH:4][CH2:66][CH:64]([OH:65])[CH2:63][O:62][C:59]4[CH:60]=[CH:61][C:56]([OH:55])=[CH:57][CH:58]=4)=[CH:8][CH:9]=3)[C:17]3=[N:18][CH:19]=[CH:20][CH:21]=[C:16]3[N:15]=2)[CH:23]=1)=[O:30])[CH2:33][CH2:34][CH2:35][CH2:36][CH3:37]. (4) Given the reactants [CH3:1][N:2]1[CH:6]=[C:5]([C:7]2[N:12]=[CH:11][C:10]([CH2:13][C:14]3[C:15]([CH3:32])=[CH:16][C:17](OS(C(F)(F)F)(=O)=O)=[C:18]([CH:23]=3)[C:19]([O:21][CH3:22])=[O:20])=[CH:9][CH:8]=2)[C:4]([CH3:33])=[N:3]1.[CH2:34](C([Sn])=C(CCCC)CCCC)[CH2:35]CC.[Cl-].[Li+].[F-].[K+], predict the reaction product. The product is: [CH3:1][N:2]1[CH:6]=[C:5]([C:7]2[N:12]=[CH:11][C:10]([CH2:13][C:14]3[C:15]([CH3:32])=[CH:16][C:17]([CH:34]=[CH2:35])=[C:18]([CH:23]=3)[C:19]([O:21][CH3:22])=[O:20])=[CH:9][CH:8]=2)[C:4]([CH3:33])=[N:3]1. (5) The product is: [N:1]1([C:8]2[N:13]3[N:14]=[C:15]([NH:17][C:19]4[CH:24]=[CH:23][C:22]([N:25]5[CH:29]=[C:28]([CH3:30])[N:27]=[CH:26]5)=[C:21]([O:31][CH3:32])[CH:20]=4)[N:16]=[C:12]3[CH:11]=[CH:10][CH:9]=2)[CH2:7][CH2:6][CH2:5][CH2:4][CH2:3][CH2:2]1. Given the reactants [N:1]1([C:8]2[N:13]3[N:14]=[C:15]([NH2:17])[N:16]=[C:12]3[CH:11]=[CH:10][CH:9]=2)[CH2:7][CH2:6][CH2:5][CH2:4][CH2:3][CH2:2]1.Br[C:19]1[CH:24]=[CH:23][C:22]([N:25]2[CH:29]=[C:28]([CH3:30])[N:27]=[CH:26]2)=[C:21]([O:31][CH3:32])[CH:20]=1.C(Cl)Cl, predict the reaction product. (6) Given the reactants [CH2:1]([O:3][C:4]1[C:8]([CH2:9][CH2:10][CH2:11][O:12][C:13]2[CH:18]=[CH:17][C:16]([CH2:19][CH2:20][C:21]([O:23]CC)=[O:22])=[C:15]([OH:26])[CH:14]=2)=[CH:7][N:6]([C:27]2[CH:32]=[CH:31][C:30]([C:33]([F:36])([F:35])[F:34])=[CH:29][N:28]=2)[N:5]=1)[CH3:2].[CH2:37](O)[CH2:38][CH2:39][CH3:40].C(P(CCCC)CCCC)CCC.N(C(N1CCCCC1)=O)=NC(N1CCCCC1)=O, predict the reaction product. The product is: [CH2:37]([O:26][C:15]1[CH:14]=[C:13]([O:12][CH2:11][CH2:10][CH2:9][C:8]2[C:4]([O:3][CH2:1][CH3:2])=[N:5][N:6]([C:27]3[CH:32]=[CH:31][C:30]([C:33]([F:34])([F:35])[F:36])=[CH:29][N:28]=3)[CH:7]=2)[CH:18]=[CH:17][C:16]=1[CH2:19][CH2:20][C:21]([OH:23])=[O:22])[CH2:38][CH2:39][CH3:40]. (7) Given the reactants [Cl:1][C:2]1[C:3](=[O:10])[N:4]([CH3:9])[N:5]=[CH:6][C:7]=1Cl.[CH3:11][N:12]1[CH2:17][CH2:16][NH:15][CH2:14][CH2:13]1, predict the reaction product. The product is: [Cl:1][C:2]1[C:3](=[O:10])[N:4]([CH3:9])[N:5]=[CH:6][C:7]=1[N:15]1[CH2:16][CH2:17][N:12]([CH3:11])[CH2:13][CH2:14]1. (8) Given the reactants C[O:2][C:3](=O)[CH2:4][C:5]1[CH:10]=[CH:9][C:8]([O:11][CH3:12])=[C:7]([C:13]#[N:14])[CH:6]=1.O.[NH2:17][NH2:18].C(OC(=O)C)C, predict the reaction product. The product is: [C:13]([C:7]1[CH:6]=[C:5]([CH2:4][C:3]([NH:17][NH2:18])=[O:2])[CH:10]=[CH:9][C:8]=1[O:11][CH3:12])#[N:14]. (9) Given the reactants S(=O)(=O)(O)[OH:2].[Cl:6][C:7]1[CH:12]=[C:11](Cl)[N:10]=[C:9]([CH3:14])[N:8]=1, predict the reaction product. The product is: [Cl:6][C:7]1[N:8]=[C:9]([CH3:14])[N:10]=[C:11]([OH:2])[CH:12]=1. (10) Given the reactants C([Sn]([C:14]1[S:15][CH:16]=[CH:17][CH:18]=1)(CCCC)CCCC)CCC.[Cl:19][C:20]1[N:21]=[N:22][C:23](Cl)=[CH:24][CH:25]=1, predict the reaction product. The product is: [S:15]1[CH:16]=[CH:17][CH:18]=[C:14]1[C:23]1[N:22]=[N:21][C:20]([Cl:19])=[CH:25][CH:24]=1.